This data is from Experimentally validated miRNA-target interactions with 360,000+ pairs, plus equal number of negative samples. The task is: Binary Classification. Given a miRNA mature sequence and a target amino acid sequence, predict their likelihood of interaction. (1) The miRNA is hsa-miR-4709-5p with sequence ACAACAGUGACUUGCUCUCCAA. The protein sequence of the target gene is MLGQLLPHTARGLGAAEMPGQGPGSDWTERSSSAEPPAVAGTEGGGGGSAGYSCYQNSKGSDRIKDGYKVNSHIAKLQELWKTPQNQTIHLSKSMMEASFFKHPDLTTGQKRYLCSIAKIYNANYLKMLMKRQYMHVLQHSSQKPGVLTHHRSRLSSRYSQKQHYPCTTWRHQLEREDSGSSDIAAASAPEMLIQHSLWRPVRNKEGIKTGYASKTRCKSLKIFRRPRKLFMQTVSSDDSESHMSEEKKEEDLLNNFMQSMSIEEQGEHLMLT. Result: 0 (no interaction). (2) The miRNA is mmu-miR-471-5p with sequence UACGUAGUAUAGUGCUUUUCAC. The protein sequence of the target gene is MAALDSLSLFTSLGLSEQKARETLKNSALSAQLREAATQAQQTLGSTIDKATGILLYGLASRLRDTRRLSFLVSYIASKKIHTEPQLSAALEYVRSHPLDPIDTVDFERECGVGVIVTPEQIEEAVEAAINRHRPQLLVERYHFNMGLLMGEARAVLKWADGKMIKNEVDMQVLHLLGPKLEADLEKKFKVAKARLEETDRRTAKDVVENGETADQTLSLMEQLRGEALKFHKPGENYKTPGYVVTPHTMNLLKQHLEITGGQVRTRFPPEPNGILHIGHAKAINFNFGYAKANNGICFL.... Result: 0 (no interaction).